This data is from Forward reaction prediction with 1.9M reactions from USPTO patents (1976-2016). The task is: Predict the product of the given reaction. Given the reactants [O:1]=[C:2]1[CH2:7][CH2:6][CH:5]([C:8]([O:10][CH2:11][CH3:12])=[O:9])[CH2:4][CH2:3]1.[CH2:13](O)[CH2:14][OH:15].CC1C=CC(S(O)(=O)=O)=CC=1, predict the reaction product. The product is: [CH2:11]([O:10][C:8]([CH:5]1[CH2:6][CH2:7][C:2]2([O:15][CH2:14][CH2:13][O:1]2)[CH2:3][CH2:4]1)=[O:9])[CH3:12].